Task: Predict the reactants needed to synthesize the given product.. Dataset: Full USPTO retrosynthesis dataset with 1.9M reactions from patents (1976-2016) Given the product [F:25][C:22]1[CH:21]=[CH:20][C:19]([C:18]2[O:26][C:14]([C@H:13]([NH:12][C:6]3[C:7]4[CH:11]=[CH:10][S:9][C:8]=4[C:3]([C:1]#[N:2])=[CH:4][CH:5]=3)[C@H:27]([OH:29])[CH3:28])=[N:16][N:17]=2)=[CH:24][CH:23]=1.[S:9]1[CH:10]=[CH:11][C:7]2[CH:6]=[CH:5][CH:4]=[C:3]([C:1]#[N:2])[C:8]1=2, predict the reactants needed to synthesize it. The reactants are: [C:1]([C:3]1[C:8]2[S:9][CH:10]=[CH:11][C:7]=2[C:6]([NH:12][C@H:13]([C@H:27]([OH:29])[CH3:28])[C:14]([NH:16][NH:17][C:18](=[O:26])[C:19]2[CH:24]=[CH:23][C:22]([F:25])=[CH:21][CH:20]=2)=O)=[CH:5][CH:4]=1)#[N:2].CCN(P1(N(C)CCCN1C)=NC(C)(C)C)CC.CO.